The task is: Binary Classification. Given a drug SMILES string, predict its activity (active/inactive) in a high-throughput screening assay against a specified biological target.. This data is from Kir2.1 potassium channel HTS with 301,493 compounds. (1) The molecule is FC(F)(F)c1cc([N+]([O-])=O)c(N2CCC(CC2)C(OC)=O)c([N+]([O-])=O)c1. The result is 0 (inactive). (2) The drug is S(=O)(=O)(N1CCC(CC1)c1[nH]c2c(n1)cccc2)c1ccc(OC)cc1. The result is 0 (inactive). (3) The drug is S(=O)(=O)(N1CCC(CC1)C)c1cn(CC(=O)N2CC(CC(C2)C)C)c(=O)c2c1cccc2. The result is 0 (inactive). (4) The compound is S(=O)(=O)(N(C)C)c1ccc(NC(=O)c2c3c(nc(c2)c2sccc2)cccc3)cc1. The result is 0 (inactive). (5) The drug is S(=O)(=O)(N)c1ccc(C(NC(=O)CNC(=O)c2occc2)C)cc1. The result is 0 (inactive). (6) The molecule is S(=O)(=O)(N1CC(CCC1)C(=O)Nc1ccc(OCC)cc1)c1cc2CC(N(c2cc1)C(=O)C)C. The result is 0 (inactive). (7) The drug is Fc1c(OCc2c(OC)ccc(c2)/C=N\NC(=O)c2ccc(NC(=O)C)cc2)ccc(F)c1. The result is 0 (inactive). (8) The molecule is S(=O)(=O)(Nc1cc2nc(n(c2cc1)C)CN1CCCC1)c1ccccc1. The result is 0 (inactive). (9) The molecule is Brc1ccc(CC(=O)NC(c2cc([N+]([O-])=O)c(N(Cc3ccccc3)C)cc2)CC(=O)N)cc1. The result is 0 (inactive). (10) The compound is P(=O)(COC(C)C)(c1ccccc1)c1ccccc1. The result is 0 (inactive).